Dataset: NCI-60 drug combinations with 297,098 pairs across 59 cell lines. Task: Regression. Given two drug SMILES strings and cell line genomic features, predict the synergy score measuring deviation from expected non-interaction effect. (1) Drug 1: CC1CCC2CC(C(=CC=CC=CC(CC(C(=O)C(C(C(=CC(C(=O)CC(OC(=O)C3CCCCN3C(=O)C(=O)C1(O2)O)C(C)CC4CCC(C(C4)OC)O)C)C)O)OC)C)C)C)OC. Drug 2: CN(CC1=CN=C2C(=N1)C(=NC(=N2)N)N)C3=CC=C(C=C3)C(=O)NC(CCC(=O)O)C(=O)O. Cell line: MCF7. Synergy scores: CSS=32.9, Synergy_ZIP=-4.12, Synergy_Bliss=-1.21, Synergy_Loewe=-13.3, Synergy_HSA=-3.59. (2) Drug 1: COCCOC1=C(C=C2C(=C1)C(=NC=N2)NC3=CC=CC(=C3)C#C)OCCOC.Cl. Drug 2: B(C(CC(C)C)NC(=O)C(CC1=CC=CC=C1)NC(=O)C2=NC=CN=C2)(O)O. Cell line: K-562. Synergy scores: CSS=9.37, Synergy_ZIP=7.64, Synergy_Bliss=9.13, Synergy_Loewe=-28.9, Synergy_HSA=-4.81. (3) Drug 1: C1CC(=O)NC(=O)C1N2CC3=C(C2=O)C=CC=C3N. Drug 2: C1=NC(=NC(=O)N1C2C(C(C(O2)CO)O)O)N. Cell line: KM12. Synergy scores: CSS=-25.2, Synergy_ZIP=-1.65, Synergy_Bliss=-30.6, Synergy_Loewe=-32.3, Synergy_HSA=-32.9. (4) Synergy scores: CSS=7.29, Synergy_ZIP=-2.99, Synergy_Bliss=-4.52, Synergy_Loewe=-6.55, Synergy_HSA=-6.31. Cell line: HCT-15. Drug 2: C1=NC2=C(N=C(N=C2N1C3C(C(C(O3)CO)O)O)F)N. Drug 1: C1=CC(=CC=C1C#N)C(C2=CC=C(C=C2)C#N)N3C=NC=N3. (5) Drug 1: CC1CCC2CC(C(=CC=CC=CC(CC(C(=O)C(C(C(=CC(C(=O)CC(OC(=O)C3CCCCN3C(=O)C(=O)C1(O2)O)C(C)CC4CCC(C(C4)OC)OCCO)C)C)O)OC)C)C)C)OC. Drug 2: C(CCl)NC(=O)N(CCCl)N=O. Cell line: ACHN. Synergy scores: CSS=13.8, Synergy_ZIP=-4.49, Synergy_Bliss=-1.59, Synergy_Loewe=-56.9, Synergy_HSA=-1.22. (6) Drug 1: CC1=CC2C(CCC3(C2CCC3(C(=O)C)OC(=O)C)C)C4(C1=CC(=O)CC4)C. Drug 2: CN1C(=O)N2C=NC(=C2N=N1)C(=O)N. Cell line: SK-OV-3. Synergy scores: CSS=-0.0335, Synergy_ZIP=1.83, Synergy_Bliss=1.23, Synergy_Loewe=-1.50, Synergy_HSA=-0.791. (7) Drug 1: CC1OCC2C(O1)C(C(C(O2)OC3C4COC(=O)C4C(C5=CC6=C(C=C35)OCO6)C7=CC(=C(C(=C7)OC)O)OC)O)O. Drug 2: CC1=C(C(=CC=C1)Cl)NC(=O)C2=CN=C(S2)NC3=CC(=NC(=N3)C)N4CCN(CC4)CCO. Cell line: SN12C. Synergy scores: CSS=42.1, Synergy_ZIP=-7.44, Synergy_Bliss=-0.371, Synergy_Loewe=2.50, Synergy_HSA=3.34.